From a dataset of Forward reaction prediction with 1.9M reactions from USPTO patents (1976-2016). Predict the product of the given reaction. (1) Given the reactants [Cl:1][C:2]1[CH:10]=[CH:9][C:5]([C:6]([OH:8])=[O:7])=[C:4]([O:11][CH3:12])[CH:3]=1.[CH3:13]O, predict the reaction product. The product is: [Cl:1][C:2]1[CH:10]=[CH:9][C:5]([C:6]([O:8][CH3:13])=[O:7])=[C:4]([O:11][CH3:12])[CH:3]=1. (2) Given the reactants Cl.[NH2:2][C:3]1[CH:8]=[CH:7][C:6]([C:9]2[CH:10]=[CH:11][C:12]([NH:15][CH2:16][CH2:17][N:18]3[CH2:23][CH2:22][O:21][CH2:20][CH2:19]3)=[N:13][CH:14]=2)=[CH:5][CH:4]=1.C(N(CC)CC)C.[F:31][C:32]([F:52])([F:51])[C:33]1([C:36]2[O:40][N:39]=[C:38]([NH:41][C:42](=O)[O:43]C3C=CC=CC=3)[CH:37]=2)[CH2:35][CH2:34]1, predict the reaction product. The product is: [O:21]1[CH2:22][CH2:23][N:18]([CH2:17][CH2:16][NH:15][C:12]2[N:13]=[CH:14][C:9]([C:6]3[CH:7]=[CH:8][C:3]([NH:2][C:42]([NH:41][C:38]4[CH:37]=[C:36]([C:33]5([C:32]([F:52])([F:31])[F:51])[CH2:34][CH2:35]5)[O:40][N:39]=4)=[O:43])=[CH:4][CH:5]=3)=[CH:10][CH:11]=2)[CH2:19][CH2:20]1. (3) Given the reactants CS(O[CH2:6][C@H:7]1[O:16][C:11]2=[N:12][CH:13]=[CH:14][CH:15]=[C:10]2[O:9][CH2:8]1)(=O)=O.[CH2:17]([NH2:24])[C:18]1[CH:23]=[CH:22][CH:21]=[CH:20][CH:19]=1.C([O-])(O)=O.[Na+], predict the reaction product. The product is: [C:18]1([CH2:17][NH:24][CH2:6][C@@H:7]2[O:16][C:11]3=[N:12][CH:13]=[CH:14][CH:15]=[C:10]3[O:9][CH2:8]2)[CH:23]=[CH:22][CH:21]=[CH:20][CH:19]=1. (4) Given the reactants F[C:2](F)(F)C(O)=O.[CH3:8][NH:9][C@H:10]([C:14]([NH:16][C@H:17]([C:21]([N:23]([C@@H:25]([C@@H:62]([CH3:65])[CH2:63][CH3:64])[C@H:26]([O:60][CH3:61])[CH2:27][C:28]([N:30]1[CH2:34][CH2:33][CH2:32][C@H:31]1[C@H:35]([O:58][CH3:59])[C@@H:36]([CH3:57])[C:37]([NH:39][C@@:40]1([C:49]([N:51]2[CH2:56][CH2:55][CH2:54][CH2:53][O:52]2)=[O:50])[CH2:42][C@@H:41]1[C:43]1[CH:48]=[CH:47][CH:46]=[CH:45][CH:44]=1)=[O:38])=[O:29])[CH3:24])=[O:22])[CH:18]([CH3:20])[CH3:19])=[O:15])[CH:11]([CH3:13])[CH3:12].C(OC(=O)[NH:75][CH2:76][CH2:77][O:78][CH2:79][CH2:80][O:81][CH2:82][CH2:83][O:84][CH2:85]C=O)C1C=CC=CC=1, predict the reaction product. The product is: [NH2:75][CH2:76][CH2:77][O:78][CH2:79][CH2:80][O:81][CH2:82][CH2:83][O:84][CH2:85][CH2:8][N:9]([CH3:2])[C@H:10]([C:14]([NH:16][C@H:17]([C:21]([N:23]([C@@H:25]([C@@H:62]([CH3:65])[CH2:63][CH3:64])[C@H:26]([O:60][CH3:61])[CH2:27][C:28]([N:30]1[CH2:34][CH2:33][CH2:32][C@H:31]1[C@H:35]([O:58][CH3:59])[C@@H:36]([CH3:57])[C:37]([NH:39][C@@:40]1([C:49]([N:51]2[CH2:56][CH2:55][CH2:54][CH2:53][O:52]2)=[O:50])[CH2:42][C@@H:41]1[C:43]1[CH:48]=[CH:47][CH:46]=[CH:45][CH:44]=1)=[O:38])=[O:29])[CH3:24])=[O:22])[CH:18]([CH3:19])[CH3:20])=[O:15])[CH:11]([CH3:13])[CH3:12]. (5) The product is: [CH3:34][S:35]([NH:38][C:27](=[O:29])[C:26]1[CH:25]=[CH:24][C:23]([CH2:22][N:19]2[CH2:18][CH2:17][CH:16]([CH2:15][N:5]([C@@H:6]3[CH2:8][C@H:7]3[C:9]3[CH:14]=[CH:13][CH:12]=[CH:11][CH:10]=3)[C:3](=[O:4])[C:2]([F:32])([F:1])[F:33])[CH2:21][CH2:20]2)=[CH:31][CH:30]=1)(=[O:37])=[O:36]. Given the reactants [F:1][C:2]([F:33])([F:32])[C:3]([N:5]([CH2:15][CH:16]1[CH2:21][CH2:20][N:19]([CH2:22][C:23]2[CH:31]=[CH:30][C:26]([C:27]([OH:29])=O)=[CH:25][CH:24]=2)[CH2:18][CH2:17]1)[C@@H:6]1[CH2:8][C@H:7]1[C:9]1[CH:14]=[CH:13][CH:12]=[CH:11][CH:10]=1)=[O:4].[CH3:34][S:35]([NH2:38])(=[O:37])=[O:36].C(Cl)CCl, predict the reaction product. (6) Given the reactants [S:1]1[CH:5]=[CH:4][N:3]=[C:2]1[C:6](=[O:8])[CH3:7].[CH:9](OC)(OC)[O:10]C.[CH3:16]C1C=CC(S(O)(=O)=O)=CC=1.C([O-])(O)=O.[Na+], predict the reaction product. The product is: [CH3:16][O:8][C:6]([C:2]1[S:1][CH:5]=[CH:4][N:3]=1)([O:10][CH3:9])[CH3:7]. (7) Given the reactants [CH2:1]([N:8]1[CH2:13][CH:12]2[CH:14](Br)[CH:9]1[CH2:10][CH2:11]2)[C:2]1[CH:7]=[CH:6][CH:5]=[CH:4][CH:3]=1.[C:16]1(=[O:26])[NH:20][C:19](=[O:21])[C:18]2=[CH:22][CH:23]=[CH:24][CH:25]=[C:17]12.[K].O, predict the reaction product. The product is: [CH2:1]([N:8]1[CH2:13][CH:12]2[CH:14]([N:20]3[C:16](=[O:26])[C:17]4[C:18](=[CH:22][CH:23]=[CH:24][CH:25]=4)[C:19]3=[O:21])[CH:9]1[CH2:10][CH2:11]2)[C:2]1[CH:7]=[CH:6][CH:5]=[CH:4][CH:3]=1.